Dataset: Reaction yield outcomes from USPTO patents with 853,638 reactions. Task: Predict the reaction yield, written as a fraction of the theoretical maximum amount of product (1.0 means a 100% yield; for example, 0.34 means a 34% yield). (1) The reactants are [OH:1][CH2:2][CH:3]1[CH2:9][CH2:8][CH2:7][N:6]([C:10]([O:12][CH2:13][C:14]2[CH:19]=[CH:18][CH:17]=[CH:16][CH:15]=2)=[O:11])[CH2:5][CH2:4]1.C(N(CC)CC)C.[S:27](Cl)([C:30]1[CH:36]=[CH:35][C:33]([CH3:34])=[CH:32][CH:31]=1)(=[O:29])=[O:28].C(OCC)(=O)C.CCCCCC. The catalyst is ClCCl. The product is [S:27]([O:1][CH2:2][CH:3]1[CH2:9][CH2:8][CH2:7][N:6]([C:10]([O:12][CH2:13][C:14]2[CH:15]=[CH:16][CH:17]=[CH:18][CH:19]=2)=[O:11])[CH2:5][CH2:4]1)([C:30]1[CH:36]=[CH:35][C:33]([CH3:34])=[CH:32][CH:31]=1)(=[O:29])=[O:28]. The yield is 0.630. (2) The reactants are [CH3:1][N:2]1[CH2:6][CH2:5][CH2:4][C@H:3]1[C:7]1[CH:8]=[C:9]([O:13][CH2:14][CH2:15][NH2:16])[CH:10]=[N:11][CH:12]=1.[C:17]([O:21][C:22]([C@H]1CC[C@H](C(O)=O)CC1)=[O:23])([CH3:20])([CH3:19])[CH3:18].C(P1(=O)OP(CCC)(=O)OP(C[CH2:48][CH3:49])(=O)O1)CC.CC[N:53](CC)CC.[CH3:58][CH:59]1[CH2:63][CH2:62][CH2:61][O:60]1. No catalyst specified. The product is [CH3:1][N:2]1[CH2:6][CH2:5][CH2:4][C@H:3]1[C:7]1[CH:8]=[C:9]([O:13][CH2:14][CH2:15][NH:16][C:61]([C@H:62]2[CH2:49][CH2:48][C@H:58]([NH:53][C:22](=[O:23])[O:21][C:17]([CH3:18])([CH3:19])[CH3:20])[CH2:59][CH2:63]2)=[O:60])[CH:10]=[N:11][CH:12]=1. The yield is 0.350. (3) The reactants are [CH3:1][C:2]([CH3:9])([CH3:8])[C:3](=O)[CH2:4][C:5]#[N:6].Cl.[CH:11]([NH:14][NH2:15])([CH3:13])[CH3:12].CCN(C(C)C)C(C)C. The catalyst is C1(C)C=CC=CC=1. The product is [C:2]([C:3]1[CH:4]=[C:5]([NH2:6])[N:14]([CH:11]([CH3:13])[CH3:12])[N:15]=1)([CH3:9])([CH3:8])[CH3:1]. The yield is 0.790.